From a dataset of Full USPTO retrosynthesis dataset with 1.9M reactions from patents (1976-2016). Predict the reactants needed to synthesize the given product. Given the product [Br:1][C:2]1[CH:7]=[CH:6][C:5]([C:8]2[CH:13]=[CH:12][C:11]([Br:14])=[CH:10][C:9]=2[NH2:15])=[C:4]([NH2:18])[CH:3]=1, predict the reactants needed to synthesize it. The reactants are: [Br:1][C:2]1[CH:7]=[CH:6][C:5]([C:8]2[CH:13]=[CH:12][C:11]([Br:14])=[CH:10][C:9]=2[N+:15]([O-])=O)=[C:4]([N+:18]([O-])=O)[CH:3]=1.CCO.[OH-].[Na+].